This data is from Full USPTO retrosynthesis dataset with 1.9M reactions from patents (1976-2016). The task is: Predict the reactants needed to synthesize the given product. (1) Given the product [CH2:1]([C:5]1[N:6]=[C:7]([CH3:27])[N:8]([CH2:36][CH2:37][OH:38])[C:9](=[O:26])[C:10]=1[CH2:11][C:12]1[CH:17]=[CH:16][C:15]([C:18]2[C:19]([C:24]#[N:25])=[CH:20][CH:21]=[CH:22][CH:23]=2)=[CH:14][CH:13]=1)[CH2:2][CH2:3][CH3:4], predict the reactants needed to synthesize it. The reactants are: [CH2:1]([C:5]1[N:6]=[C:7]([CH3:27])[NH:8][C:9](=[O:26])[C:10]=1[CH2:11][C:12]1[CH:17]=[CH:16][C:15]([C:18]2[C:19]([C:24]#[N:25])=[CH:20][CH:21]=[CH:22][CH:23]=2)=[CH:14][CH:13]=1)[CH2:2][CH2:3][CH3:4].[H-].[Na+].CN(C)C=O.Br[CH2:36][CH2:37][OH:38]. (2) Given the product [F:13][C:14]([F:18])([CH3:17])[CH2:15][NH:16][C:2]1[N:3]=[CH:4][C:5]([F:11])=[CH:6][C:7]=1[C:8]([OH:10])=[O:9], predict the reactants needed to synthesize it. The reactants are: Cl[C:2]1[C:7]([C:8]([OH:10])=[O:9])=[CH:6][C:5]([F:11])=[CH:4][N:3]=1.Cl.[F:13][C:14]([F:18])([CH3:17])[CH2:15][NH2:16].C(=O)([O-])[O-].[K+].[K+].CN(C=O)C. (3) Given the product [NH:8]1[C:16]2[C:11](=[CH:12][CH:13]=[CH:14][CH:15]=2)[C:10]2([CH2:20][O:19][C:18]3[CH:21]=[C:22]4[C:26](=[CH:27][C:17]2=3)[CH2:25][CH2:24][O:23]4)[C:9]1=[O:28], predict the reactants needed to synthesize it. The reactants are: C1(C(C2C=CC=CC=2)[N:8]2[C:16]3[C:11](=[CH:12][CH:13]=[CH:14][CH:15]=3)[C:10]3([CH2:20][O:19][C:18]4[CH:21]=[C:22]5[C:26](=[CH:27][C:17]3=4)[CH2:25][CH2:24][O:23]5)[C:9]2=[O:28])C=CC=CC=1.C1(C(C2C=CC=CC=2)N2C3C(=CC=CC=3)C3(COC4=CC5CCOC=5C=C34)C2=O)C=CC=CC=1.